From a dataset of Reaction yield outcomes from USPTO patents with 853,638 reactions. Predict the reaction yield, written as a fraction of the theoretical maximum amount of product (1.0 means a 100% yield; for example, 0.34 means a 34% yield). (1) The catalyst is CN(C)C=O. The reactants are [C:1]([C:3]1[CH:14]=[CH:13][C:6]([CH2:7][CH:8]([C:11]#[N:12])[C:9]#[N:10])=[CH:5][CH:4]=1)#[N:2].[H-].[Na+].Br[CH2:18][CH2:19][C:20]([F:23])([F:22])[F:21]. The yield is 0.220. The product is [C:1]([C:3]1[CH:14]=[CH:13][C:6]([CH2:7][C:8]([CH2:18][CH2:19][C:20]([F:23])([F:22])[F:21])([C:11]#[N:12])[C:9]#[N:10])=[CH:5][CH:4]=1)#[N:2]. (2) The reactants are [F:1][C:2]([F:19])([F:18])[C:3]1[CH:8]=[CH:7][C:6]([C:9](=O)[CH2:10][C:11](=O)[C:12]([F:15])([F:14])[F:13])=[CH:5][CH:4]=1.[NH2:20][C:21]1[C:25]([C:26]2[CH:31]=[C:30]([CH3:32])[N:29]=[C:28]([CH3:33])[CH:27]=2)=[CH:24][NH:23][N:22]=1. No catalyst specified. The product is [F:1][C:2]([F:19])([F:18])[C:3]1[CH:8]=[CH:7][C:6]([C:9]2[CH:10]=[C:11]([C:12]([F:15])([F:14])[F:13])[N:22]3[N:23]=[CH:24][C:25]([C:26]4[CH:31]=[C:30]([CH3:32])[N:29]=[C:28]([CH3:33])[CH:27]=4)=[C:21]3[N:20]=2)=[CH:5][CH:4]=1. The yield is 0.470. (3) The reactants are [F:1][C:2]1[CH:7]=[CH:6][CH:5]=[C:4]([F:8])[C:3]=1[O:9][C:10]1[CH:15]=[CH:14][C:13]([N+:16]([O-])=O)=[CH:12][CH:11]=1.O.NN. The catalyst is CO.[Ni]. The product is [F:1][C:2]1[CH:7]=[CH:6][CH:5]=[C:4]([F:8])[C:3]=1[O:9][C:10]1[CH:11]=[CH:12][C:13]([NH2:16])=[CH:14][CH:15]=1. The yield is 0.910. (4) The catalyst is [Cl-].C([N+](CCCC)(CCCC)CCCC)CCC.C([O-])(=O)C.[Pd+2].C([O-])(=O)C. The reactants are [C:1]([O:4][CH2:5][C:6]1[C:11](I)=[CH:10][CH:9]=[C:8]([NH:13][C:14]([O:16][C:17]([CH3:20])([CH3:19])[CH3:18])=[O:15])[C:7]=1[CH3:21])(=[O:3])[CH3:2].O1CCCC1.C(N(CC)CC)C.[C:34]([O:42][C:43]([C:45]([O:47][CH3:48])=[O:46])=[CH2:44])(=[O:41])[C:35]1[CH:40]=[CH:39][CH:38]=[CH:37][CH:36]=1. The product is [C:34]([O:42]/[C:43](/[C:45]([O:47][CH3:48])=[O:46])=[CH:44]\[C:11]1[CH:10]=[CH:9][C:8]([NH:13][C:14]([O:16][C:17]([CH3:20])([CH3:19])[CH3:18])=[O:15])=[C:7]([CH3:21])[C:6]=1[CH2:5][O:4][C:1](=[O:3])[CH3:2])(=[O:41])[C:35]1[CH:40]=[CH:39][CH:38]=[CH:37][CH:36]=1. The yield is 0.950. (5) The reactants are S(O[CH2:12][CH2:13][O:14][CH2:15][CH2:16][O:17][CH2:18][CH2:19][O:20][CH2:21][CH2:22][C:23]([O:25][C:26]([CH3:29])([CH3:28])[CH3:27])=[O:24])(C1C=CC(C)=CC=1)(=O)=O.[C:30]1(=[O:40])[NH:34][C:33](=[O:35])[C:32]2=[CH:36][CH:37]=[CH:38][CH:39]=[C:31]12.[K].O. The catalyst is CN(C=O)C. The product is [O:35]=[C:33]1[C:32]2[C:31](=[CH:39][CH:38]=[CH:37][CH:36]=2)[C:30](=[O:40])[N:34]1[CH2:12][CH2:13][O:14][CH2:15][CH2:16][O:17][CH2:18][CH2:19][O:20][CH2:21][CH2:22][C:23]([O:25][C:26]([CH3:27])([CH3:29])[CH3:28])=[O:24]. The yield is 0.780. (6) The reactants are [Cl-].O[NH3+:3].[C:4](=[O:7])([O-])[OH:5].[Na+].CS(C)=O.[OH:13][C:14]([CH3:53])([CH3:52])[CH2:15][O:16][C@H:17]1[CH2:22][CH2:21][C@H:20]([N:23]2[C:28](=[O:29])[C:27]([CH2:30][C:31]3[CH:36]=[CH:35][C:34]([C:37]4[C:38]([C:43]#[N:44])=[CH:39][CH:40]=[CH:41][CH:42]=4)=[CH:33][CH:32]=3)=[C:26]([CH2:45][CH2:46][CH3:47])[N:25]3[N:48]=[C:49]([CH3:51])[N:50]=[C:24]23)[CH2:19][CH2:18]1. The catalyst is O.C(OCC)(=O)C. The product is [OH:13][C:14]([CH3:52])([CH3:53])[CH2:15][O:16][C@H:17]1[CH2:22][CH2:21][C@H:20]([N:23]2[C:28](=[O:29])[C:27]([CH2:30][C:31]3[CH:36]=[CH:35][C:34]([C:37]4[CH:42]=[CH:41][CH:40]=[CH:39][C:38]=4[C:43]4[NH:3][C:4](=[O:7])[O:5][N:44]=4)=[CH:33][CH:32]=3)=[C:26]([CH2:45][CH2:46][CH3:47])[N:25]3[N:48]=[C:49]([CH3:51])[N:50]=[C:24]23)[CH2:19][CH2:18]1. The yield is 0.390. (7) The reactants are [CH3:1][O:2][C:3]1[CH:4]=[C:5]2[C:10](=[CH:11][C:12]=1[O:13][CH3:14])[N:9]=[CH:8][CH:7]=[C:6]2[O:15][C:16]1[C:22]([CH3:23])=[CH:21][C:19]([NH2:20])=[C:18]([CH3:24])[CH:17]=1.C1(C)C=CC=CC=1.C(N(CC)CC)C.Cl[C:40](Cl)([O:42]C(=O)OC(Cl)(Cl)Cl)Cl.[CH3:51][N:52]([CH3:62])[C:53]1[CH:54]=[C:55]([CH:59]=[CH:60][CH:61]=1)[CH:56]([OH:58])[CH3:57]. The catalyst is C(Cl)Cl. The product is [CH3:1][O:2][C:3]1[CH:4]=[C:5]2[C:10](=[CH:11][C:12]=1[O:13][CH3:14])[N:9]=[CH:8][CH:7]=[C:6]2[O:15][C:16]1[C:22]([CH3:23])=[CH:21][C:19]([NH:20][C:40](=[O:42])[O:58][CH:56]([C:55]2[CH:59]=[CH:60][CH:61]=[C:53]([N:52]([CH3:51])[CH3:62])[CH:54]=2)[CH3:57])=[C:18]([CH3:24])[CH:17]=1. The yield is 0.430.